From a dataset of Catalyst prediction with 721,799 reactions and 888 catalyst types from USPTO. Predict which catalyst facilitates the given reaction. (1) Reactant: C1(S([N:10]2[C:18]3[C:13](=[CH:14][CH:15]=[C:16]([C:19]([F:22])([F:21])[F:20])[CH:17]=3)[CH:12]=[C:11]2[C:23]([C:25]2[CH:30]=[C:29]([N:31]3[CH2:36][CH2:35][CH2:34][CH2:33][CH2:32]3)[CH:28]=[CH:27][C:26]=2[NH:37][C:38]([C:40]2[CH:41]=[C:42]([CH:51]=[CH:52][CH:53]=2)[CH2:43][S:44][CH2:45][CH2:46][C:47]([O:49][CH3:50])=[O:48])=[O:39])=[O:24])(=O)=O)C=CC=CC=1.[F-].C([N+](CCCC)(CCCC)CCCC)CCC. Product: [N:31]1([C:29]2[CH:28]=[CH:27][C:26]([NH:37][C:38]([C:40]3[CH:41]=[C:42]([CH:51]=[CH:52][CH:53]=3)[CH2:43][S:44][CH2:45][CH2:46][C:47]([O:49][CH3:50])=[O:48])=[O:39])=[C:25]([C:23]([C:11]3[NH:10][C:18]4[C:13]([CH:12]=3)=[CH:14][CH:15]=[C:16]([C:19]([F:21])([F:22])[F:20])[CH:17]=4)=[O:24])[CH:30]=2)[CH2:36][CH2:35][CH2:34][CH2:33][CH2:32]1. The catalyst class is: 92. (2) Reactant: C(N(C(C)C)CC)(C)C.CN(C(ON1N=NC2C=CC=CC1=2)=[N+](C)C)C.F[P-](F)(F)(F)(F)F.[CH2:34]([OH:37])[CH2:35][CH3:36].[CH3:38][N:39]([CH3:59])[CH:40]1[CH2:45][CH2:44][N:43]([C:46](=[O:58])[CH2:47][CH2:48][C:49]2[N:50]([CH2:54][C:55](O)=[O:56])[CH:51]=[CH:52][N:53]=2)[CH2:42][CH2:41]1. Product: [CH3:59][N:39]([CH3:38])[CH:40]1[CH2:45][CH2:44][N:43]([C:46](=[O:58])[CH2:47][CH2:48][C:49]2[N:50]([CH2:54][C:55]([O:37][CH2:34][CH2:35][CH3:36])=[O:56])[CH:51]=[CH:52][N:53]=2)[CH2:42][CH2:41]1. The catalyst class is: 22.